This data is from Merck oncology drug combination screen with 23,052 pairs across 39 cell lines. The task is: Regression. Given two drug SMILES strings and cell line genomic features, predict the synergy score measuring deviation from expected non-interaction effect. (1) Drug 1: O=P1(N(CCCl)CCCl)NCCCO1. Drug 2: CC(C)CC(NC(=O)C(Cc1ccccc1)NC(=O)c1cnccn1)B(O)O. Cell line: HCT116. Synergy scores: synergy=14.2. (2) Synergy scores: synergy=-10.1. Drug 1: O=C(CCCCCCC(=O)Nc1ccccc1)NO. Drug 2: NC1CCCCC1N.O=C(O)C(=O)O.[Pt+2]. Cell line: A375. (3) Drug 2: COC1=C2CC(C)CC(OC)C(O)C(C)C=C(C)C(OC(N)=O)C(OC)C=CC=C(C)C(=O)NC(=CC1=O)C2=O. Cell line: ZR751. Synergy scores: synergy=-39.7. Drug 1: Cn1nnc2c(C(N)=O)ncn2c1=O. (4) Drug 1: COC1CC2CCC(C)C(O)(O2)C(=O)C(=O)N2CCCCC2C(=O)OC(C(C)CC2CCC(OP(C)(C)=O)C(OC)C2)CC(=O)C(C)C=C(C)C(O)C(OC)C(=O)C(C)CC(C)C=CC=CC=C1C. Drug 2: CNC(=O)c1cc(Oc2ccc(NC(=O)Nc3ccc(Cl)c(C(F)(F)F)c3)cc2)ccn1. Cell line: OVCAR3. Synergy scores: synergy=12.0.